Predict the reaction yield, written as a fraction of the theoretical maximum amount of product (1.0 means a 100% yield; for example, 0.34 means a 34% yield). From a dataset of Reaction yield outcomes from USPTO patents with 853,638 reactions. (1) The reactants are [C:9](O[C:9]([O:11][C:12]([CH3:15])([CH3:14])[CH3:13])=[O:10])([O:11][C:12]([CH3:15])([CH3:14])[CH3:13])=[O:10].[NH:16]1[C:25]2[C:20](=[CH:21][CH:22]=[CH:23][CH:24]=2)[CH2:19][CH2:18][CH2:17]1.C(N(CC)CC)C. The catalyst is CN(C1C=CN=CC=1)C.CC#N. The product is [N:16]1([C:9]([O:11][C:12]([CH3:13])([CH3:14])[CH3:15])=[O:10])[C:25]2[C:20](=[CH:21][CH:22]=[CH:23][CH:24]=2)[CH2:19][CH2:18][CH2:17]1. The yield is 0.130. (2) The reactants are Br[CH:2]([CH3:13])[C:3]([C:5]1[CH:10]=[CH:9][C:8]([O:11][CH3:12])=[CH:7][CH:6]=1)=O.[NH2:14][C:15]([NH2:17])=[S:16]. The catalyst is CCO. The product is [CH3:12][O:11][C:8]1[CH:9]=[CH:10][C:5]([C:3]2[N:14]=[C:15]([NH2:17])[S:16][C:2]=2[CH3:13])=[CH:6][CH:7]=1. The yield is 0.780. (3) The reactants are C(N(C(C)C)CC)(C)C.[NH2:10][CH:11]1[CH2:16][CH2:15][N:14]([S:17]([C:20]2[CH:36]=[CH:35][C:23]([C:24]([NH:26][CH2:27][CH2:28][C:29]3[CH:34]=[CH:33][CH:32]=[CH:31][CH:30]=3)=[O:25])=[C:22]([F:37])[CH:21]=2)(=[O:19])=[O:18])[CH2:13][CH2:12]1.[C:38](Cl)(=[O:41])[CH:39]=[CH2:40]. The catalyst is C1COCC1.C(Cl)Cl. The product is [C:38]([NH:10][CH:11]1[CH2:12][CH2:13][N:14]([S:17]([C:20]2[CH:36]=[CH:35][C:23]([C:24]([NH:26][CH2:27][CH2:28][C:29]3[CH:30]=[CH:31][CH:32]=[CH:33][CH:34]=3)=[O:25])=[C:22]([F:37])[CH:21]=2)(=[O:18])=[O:19])[CH2:15][CH2:16]1)(=[O:41])[CH:39]=[CH2:40]. The yield is 0.250. (4) The reactants are [CH2:1]([O:8][C:9]([NH:11][C@H:12]([P:16](=[O:19])([OH:18])[OH:17])[CH:13]([CH3:15])[CH3:14])=[O:10])[C:2]1[CH:7]=[CH:6][CH:5]=[CH:4][CH:3]=1.S(Cl)(Cl)=O.[CH3:24][O:25][C:26](=[O:43])[CH:27](O)[C:28]1[CH:33]=[CH:32][CH:31]=[C:30]([NH:34][C:35]([O:37][C:38]([CH3:41])([CH3:40])[CH3:39])=[O:36])[CH:29]=1.C([O-])(O)=O.[Na+]. The catalyst is CN(C=O)C. The product is [CH3:24][O:25][C:26](=[O:43])[CH:27]([C:28]1[CH:33]=[CH:32][CH:31]=[C:30]([NH:34][C:35]([O:37][C:38]([CH3:40])([CH3:39])[CH3:41])=[O:36])[CH:29]=1)[O:19][P:16]([CH:12]([NH:11][C:9]([O:8][CH2:1][C:2]1[CH:3]=[CH:4][CH:5]=[CH:6][CH:7]=1)=[O:10])[CH:13]([CH3:15])[CH3:14])([OH:18])=[O:17]. The yield is 0.900. (5) The reactants are [OH:1][C@H:2]1[CH2:6][CH2:5][C@H:4]([NH:7]C(=O)OCC2C=CC=CC=2)[C:3]1([CH3:19])[CH3:18]. The catalyst is [Pd].CO. The product is [NH2:7][C@H:4]1[CH2:5][CH2:6][C@H:2]([OH:1])[C:3]1([CH3:19])[CH3:18]. The yield is 1.00.